This data is from Full USPTO retrosynthesis dataset with 1.9M reactions from patents (1976-2016). The task is: Predict the reactants needed to synthesize the given product. (1) Given the product [F:46][C:45]1[CH:44]=[CH:43][C:34]([CH2:35][NH:36][C:37](=[O:42])[C:38]([F:41])([F:40])[F:39])=[CH:33][C:32]=1[CH:29]1[CH2:28][CH2:27][N:26]([C:24]([C:13]2[C:12]3[C:16](=[CH:17][CH:18]=[CH:19][C:11]=3[NH:10][C:7]([CH:4]3[CH2:3][CH2:2][O:1][CH2:6][CH2:5]3)=[O:9])[N:15]([CH2:20][CH2:21][O:22][CH3:23])[CH:14]=2)=[O:25])[CH2:31][CH2:30]1, predict the reactants needed to synthesize it. The reactants are: [O:1]1[CH2:6][CH2:5][CH:4]([C:7]([OH:9])=O)[CH2:3][CH2:2]1.[NH2:10][C:11]1[CH:19]=[CH:18][CH:17]=[C:16]2[C:12]=1[C:13]([C:24]([N:26]1[CH2:31][CH2:30][CH:29]([C:32]3[CH:33]=[C:34]([CH:43]=[CH:44][C:45]=3[F:46])[CH2:35][NH:36][C:37](=[O:42])[C:38]([F:41])([F:40])[F:39])[CH2:28][CH2:27]1)=[O:25])=[CH:14][N:15]2[CH2:20][CH2:21][O:22][CH3:23]. (2) Given the product [C:45]([O:44][C:42]([N:39]1[CH2:38][CH2:37][CH:36]([C:33]2[NH:34][CH:35]=[C:31]([C:15]3[C:6]([O:5][CH:1]4[CH2:4][CH2:3][CH2:2]4)=[C:7]4[C:12](=[CH:13][CH:14]=3)[N:11]([C:25]([O:27][CH3:28])=[O:26])[C@@H:10]([CH3:29])[CH2:9][CH2:8]4)[N:32]=2)[CH2:41][CH2:40]1)=[O:43])([CH3:48])([CH3:46])[CH3:47], predict the reactants needed to synthesize it. The reactants are: [CH:1]1([O:5][C:6]2[C:15](B3OC(C)(C)C(C)(C)O3)=[CH:14][CH:13]=[C:12]3[C:7]=2[CH2:8][CH2:9][C@H:10]([CH3:29])[N:11]3[C:25]([O:27][CH3:28])=[O:26])[CH2:4][CH2:3][CH2:2]1.Br[C:31]1[N:32]=[C:33]([CH:36]2[CH2:41][CH2:40][N:39]([C:42]([O:44][C:45]([CH3:48])([CH3:47])[CH3:46])=[O:43])[CH2:38][CH2:37]2)[NH:34][CH:35]=1.C(=O)([O-])[O-].[Na+].[Na+]. (3) Given the product [CH3:33][C:13]([CH3:12])([CH3:32])[C:14]([O:16][CH:17]([O:21][C:22]([NH:11][CH2:10][C@H:2]1[CH2:3][CH2:4][C@H:5]([C:7]([OH:9])=[O:8])[CH2:6][CH2:1]1)=[O:23])[CH:18]([CH3:20])[CH3:19])=[O:15], predict the reactants needed to synthesize it. The reactants are: [CH2:1]1[CH2:6][C@H:5]([C:7]([OH:9])=[O:8])[CH2:4][CH2:3][C@H:2]1[CH2:10][NH2:11].[CH3:12][C:13]([CH3:33])([CH3:32])[C:14]([O:16][CH:17]([O:21][C:22](ON1C(=O)CCC1=O)=[O:23])[CH:18]([CH3:20])[CH3:19])=[O:15]. (4) The reactants are: [N:1]1[C:10]2[C:5](=[CH:6][C:7]([CH:11]=[O:12])=[CH:8][CH:9]=2)[CH:4]=[CH:3][CH:2]=1.[Cl:13]N1C(=O)CCC1=O. Given the product [Cl:13][C:3]1[CH:2]=[N:1][C:10]2[C:5]([CH:4]=1)=[CH:6][C:7]([CH:11]=[O:12])=[CH:8][CH:9]=2, predict the reactants needed to synthesize it. (5) Given the product [NH2:1][C:2]1[C:3]([C:17]([NH:19][C:20]2[C:25]([N:26]3[CH2:27][CH2:28][C:29]([NH:33][C:34](=[O:40])[O:35][C:36]([CH3:38])([CH3:39])[CH3:37])([CH3:32])[CH2:30][CH2:31]3)=[CH:24][CH:23]=[CH:22][N:21]=2)=[O:18])=[N:4][C:5]([C:42]2[C:47]([C:48]([F:51])([F:49])[F:50])=[CH:46][CH:45]=[C:44]([N:52]3[CH2:53][C:54]([F:57])([F:56])[CH2:55]3)[N:43]=2)=[CH:6][N:7]=1, predict the reactants needed to synthesize it. The reactants are: [NH2:1][C:2]1[C:3]([C:17]([NH:19][C:20]2[C:25]([N:26]3[CH2:31][CH2:30][C:29]([NH:33][C:34](=[O:40])[O:35][C:36]([CH3:39])([CH3:38])[CH3:37])([CH3:32])[CH2:28][CH2:27]3)=[CH:24][CH:23]=[CH:22][N:21]=2)=[O:18])=[N:4][C:5](B2OC(C)(C)C(C)(C)O2)=[CH:6][N:7]=1.Cl[C:42]1[C:47]([C:48]([F:51])([F:50])[F:49])=[CH:46][CH:45]=[C:44]([N:52]2[CH2:55][C:54]([F:57])([F:56])[CH2:53]2)[N:43]=1.P([O-])([O-])([O-])=O.[K+].[K+].[K+].